Dataset: Experimentally validated miRNA-target interactions with 360,000+ pairs, plus equal number of negative samples. Task: Binary Classification. Given a miRNA mature sequence and a target amino acid sequence, predict their likelihood of interaction. The miRNA is hsa-miR-6867-5p with sequence UGUGUGUGUAGAGGAAGAAGGGA. The protein sequence of the target gene is MQTPEVPAERSPRRRSISGTSTSEKPNSMDTANTSPFKVPGFFSKRLKGSIKRTKSQSKLDRNTSFRLPSLRSTDDRSRGLPKLKESRSHESLLSPCSTVECLDLGRGEPVSVKPLHSSILGQDFCFEVTYLSGSKCFSCNSASERDKWMENLRRTVQPNKDNCRRAENVLRLWIIEAKDLAPKKKYFCELCLDDTLFARTTSKTKADNIFWGEHFEFFSLPPLHSITVHIYKDVEKKKKKDKNNYVGLVNIPTASVTGRQFVEKWYPVSTPTPNKGKTGGPSIRIKSRFQTITILPMEQ.... Result: 1 (interaction).